This data is from CYP3A4 inhibition data for predicting drug metabolism from PubChem BioAssay. The task is: Regression/Classification. Given a drug SMILES string, predict its absorption, distribution, metabolism, or excretion properties. Task type varies by dataset: regression for continuous measurements (e.g., permeability, clearance, half-life) or binary classification for categorical outcomes (e.g., BBB penetration, CYP inhibition). Dataset: cyp3a4_veith. (1) The compound is O=[As]c1ccc(S(=O)(=O)NCCO)cc1. The result is 0 (non-inhibitor). (2) The drug is Cn1c(=O)c(-c2cccs2)nc2cncnc21. The result is 1 (inhibitor). (3) The compound is COc1ncc2nc(C)c(=O)n(C[C@H]3CCCO3)c2n1. The result is 0 (non-inhibitor). (4) The compound is CCOC(=O)CSc1n[nH]c(NC(=O)c2cccc(C(F)(F)F)c2)n1. The result is 0 (non-inhibitor). (5) The compound is COc1ncc2nc(-c3ccccc3)c(=O)n(CCC#N)c2n1. The result is 1 (inhibitor).